Dataset: Catalyst prediction with 721,799 reactions and 888 catalyst types from USPTO. Task: Predict which catalyst facilitates the given reaction. (1) Reactant: [C:1]([O:5][C:6]([N:8]1[CH2:13][CH:12]=[C:11]([C:14]2[CH:19]=[CH:18][C:17]([NH2:20])=[CH:16][CH:15]=2)[CH2:10][CH2:9]1)=[O:7])([CH3:4])([CH3:3])[CH3:2]. Product: [C:1]([O:5][C:6]([N:8]1[CH2:13][CH2:12][CH:11]([C:14]2[CH:19]=[CH:18][C:17]([NH2:20])=[CH:16][CH:15]=2)[CH2:10][CH2:9]1)=[O:7])([CH3:4])([CH3:2])[CH3:3]. The catalyst class is: 19. (2) Reactant: [N:1]([CH2:4][CH2:5][CH2:6][CH2:7][C:8]1[NH:9][C:10]([CH3:34])=[C:11]([C:30]([O:32][CH3:33])=[O:31])[CH:12]([C:21]2[CH:26]=[CH:25][C:24]([N+:27]([O-:29])=[O:28])=[CH:23][CH:22]=2)[C:13]=1[C:14]([O:16]CCC#N)=[O:15])=[N+:2]=[N-:3].[OH-].[K+]. Product: [N:1]([CH2:4][CH2:5][CH2:6][CH2:7][C:8]1[NH:9][C:10]([CH3:34])=[C:11]([C:30]([O:32][CH3:33])=[O:31])[CH:12]([C:21]2[CH:22]=[CH:23][C:24]([N+:27]([O-:29])=[O:28])=[CH:25][CH:26]=2)[C:13]=1[C:14]([OH:16])=[O:15])=[N+:2]=[N-:3]. The catalyst class is: 21.